Task: Predict the reaction yield, written as a fraction of the theoretical maximum amount of product (1.0 means a 100% yield; for example, 0.34 means a 34% yield).. Dataset: Reaction yield outcomes from USPTO patents with 853,638 reactions (1) The reactants are [CH3:1][O:2][C:3]1[CH:4]=[C:5]([NH:25][C:26]([C:28]2[S:29][C:30]([C:34]3[CH:39]=[CH:38][C:37]([Cl:40])=[CH:36][CH:35]=3)=[CH:31][C:32]=2C)=[O:27])[CH:6]=[CH:7][C:8]=1[N:9]1[CH2:13][CH2:12][C@@H:11]([O:14][Si](C(C)C)(C(C)C)C(C)C)[CH2:10]1.[Li][C:42](C)(C)[CH3:43].CN(C=O)C.C1(C)C=CC(S(O)(=O)=O)=CC=1.O. The catalyst is C1COCC1.CCOC(C)=O. The product is [Cl:40][C:37]1[CH:38]=[CH:39][C:34]([C:30]2[S:29][C:28]3[C:26](=[O:27])[N:25]([C:5]4[CH:6]=[CH:7][C:8]([N:9]5[CH2:13][CH2:12][C@@H:11]([OH:14])[CH2:10]5)=[C:3]([O:2][CH3:1])[CH:4]=4)[CH:42]=[CH:43][C:32]=3[CH:31]=2)=[CH:35][CH:36]=1. The yield is 0.330. (2) The reactants are [CH:1]1([N:7]([CH:19]2[CH2:24][CH2:23][CH2:22][CH2:21][CH2:20]2)[C:8](=[O:18])[NH:9][C:10]2[S:11][CH:12]=[C:13]([C:15](O)=[O:16])[N:14]=2)[CH2:6][CH2:5][CH2:4][CH2:3][CH2:2]1.[NH:25]1[CH2:30][CH2:29][O:28][CH2:27][CH2:26]1. No catalyst specified. The product is [CH:1]1([N:7]([CH:19]2[CH2:20][CH2:21][CH2:22][CH2:23][CH2:24]2)[C:8]([NH:9][C:10]2[S:11][CH:12]=[C:13]([C:15]([N:25]3[CH2:30][CH2:29][O:28][CH2:27][CH2:26]3)=[O:16])[N:14]=2)=[O:18])[CH2:6][CH2:5][CH2:4][CH2:3][CH2:2]1. The yield is 0.240. (3) The reactants are [O:1]=[C:2]1[NH:6][C:5](=[O:7])[C:4](=[CH:8][C:9]2[C:17]3[C:12](=[CH:13][CH:14]=[CH:15][CH:16]=3)[N:11]([CH2:18][C:19]([OH:21])=O)[CH:10]=2)[S:3]1.Cl.C(N=C=NCCCN(C)C)C.ON1C2C=CC=CC=2N=N1.[Cl:44][C:45]1[CH:52]=[CH:51][C:48]([CH2:49][NH2:50])=[CH:47][CH:46]=1.CCN(C(C)C)C(C)C. The catalyst is CN1C(=O)CCC1.C(OCC)(=O)C. The product is [Cl:44][C:45]1[CH:52]=[CH:51][C:48]([CH2:49][NH:50][C:19](=[O:21])[CH2:18][N:11]2[C:12]3[C:17](=[CH:16][CH:15]=[CH:14][CH:13]=3)[C:9]([CH:8]=[C:4]3[S:3][C:2](=[O:1])[NH:6][C:5]3=[O:7])=[CH:10]2)=[CH:47][CH:46]=1. The yield is 0.570. (4) The yield is 0.750. The catalyst is C(Cl)Cl.CCOC(C)=O. The product is [C:10]([O:9][C:7](=[O:8])[NH:6][O:5][CH2:4][CH2:3][Br:2])([CH3:13])([CH3:12])[CH3:11]. The reactants are Br.[Br:2][CH2:3][CH2:4][O:5][NH2:6].[C:7](O[C:7]([O:9][C:10]([CH3:13])([CH3:12])[CH3:11])=[O:8])([O:9][C:10]([CH3:13])([CH3:12])[CH3:11])=[O:8].CCN(CC)CC. (5) The catalyst is C(#N)C. The product is [CH2:15]([N:1]([CH2:23][C:21]#[CH:22])[CH2:2][CH2:3][C:4]1[CH:5]=[CH:6][C:7]([S:10]([NH2:13])(=[O:11])=[O:12])=[CH:8][CH:9]=1)[C:16]#[CH:17]. The yield is 0.870. The reactants are [NH2:1][CH2:2][CH2:3][C:4]1[CH:9]=[CH:8][C:7]([S:10]([NH2:13])(=[O:12])=[O:11])=[CH:6][CH:5]=1.Br[CH2:15][C:16]#[CH:17].CCN(C(C)C)[CH:21]([CH3:23])[CH3:22]. (6) The reactants are [Br:1][C:2]1[C:3]([C:10]2[CH:15]=[CH:14][C:13]([Cl:16])=[CH:12][CH:11]=2)=[CH:4][C:5]([NH:8][NH2:9])=[N:6][CH:7]=1.[F:17][C:18]([F:30])([F:29])[C:19]1[N:24]=[CH:23][C:22]([CH2:25][C:26](O)=[O:27])=[CH:21][CH:20]=1.F[P-](F)(F)(F)(F)F.Br[P+](N1CCCC1)(N1CCCC1)N1CCCC1.C(N(C(C)C)C(C)C)C. The catalyst is CC#N. The product is [Br:1][C:2]1[C:3]([C:10]2[CH:11]=[CH:12][C:13]([Cl:16])=[CH:14][CH:15]=2)=[CH:4][C:5]([NH:8][NH:9][C:26](=[O:27])[CH2:25][C:22]2[CH:23]=[N:24][C:19]([C:18]([F:17])([F:30])[F:29])=[CH:20][CH:21]=2)=[N:6][CH:7]=1. The yield is 0.920. (7) The reactants are P(Br)(Br)[Br:2].[C:5]([C:9]1[CH:10]=[C:11]([CH:38]=[C:39]([C:41]([CH3:44])([CH3:43])[CH3:42])[CH:40]=1)[CH:12]=[CH:13][C:14]1[CH:15]=[C:16]([CH:19]=[C:20]([CH:22]=[CH:23][C:24]2[CH:29]=[C:28]([C:30]([CH3:33])([CH3:32])[CH3:31])[CH:27]=[C:26]([C:34]([CH3:37])([CH3:36])[CH3:35])[CH:25]=2)[CH:21]=1)[CH2:17]O)([CH3:8])([CH3:7])[CH3:6].CC(O)C. The catalyst is ClCCl. The product is [C:5]([C:9]1[CH:10]=[C:11]([CH:38]=[C:39]([C:41]([CH3:44])([CH3:43])[CH3:42])[CH:40]=1)[CH:12]=[CH:13][C:14]1[CH:15]=[C:16]([CH:19]=[C:20]([CH:22]=[CH:23][C:24]2[CH:29]=[C:28]([C:30]([CH3:33])([CH3:32])[CH3:31])[CH:27]=[C:26]([C:34]([CH3:37])([CH3:36])[CH3:35])[CH:25]=2)[CH:21]=1)[CH2:17][Br:2])([CH3:8])([CH3:7])[CH3:6]. The yield is 0.850.